This data is from Forward reaction prediction with 1.9M reactions from USPTO patents (1976-2016). The task is: Predict the product of the given reaction. Given the reactants FC(F)(F)C(O)=O.[CH3:8][S:9]([C:11]1[CH:16]=[CH:15][C:14]([C:17]2[N:22]=[CH:21][C:20]([O:23][CH2:24][CH:25]3[CH2:30][CH2:29][N:28]([C:31]([O:33][CH:34]([CH3:36])[CH3:35])=[O:32])[CH2:27][CH2:26]3)=[CH:19][CH:18]=2)=[CH:13][CH:12]=1)=[O:10].C(=O)=O, predict the reaction product. The product is: [CH3:8][S@@:9]([C:11]1[CH:16]=[CH:15][C:14]([C:17]2[N:22]=[CH:21][C:20]([O:23][CH2:24][CH:25]3[CH2:30][CH2:29][N:28]([C:31]([O:33][CH:34]([CH3:36])[CH3:35])=[O:32])[CH2:27][CH2:26]3)=[CH:19][CH:18]=2)=[CH:13][CH:12]=1)=[O:10].